Dataset: Retrosynthesis with 50K atom-mapped reactions and 10 reaction types from USPTO. Task: Predict the reactants needed to synthesize the given product. (1) Given the product Cc1ccc(S(=O)(=O)NC(C)C)cc1C#Cc1cc(Cl)ccc1OCC(=O)OC(C)(C)C, predict the reactants needed to synthesize it. The reactants are: C#Cc1cc(Cl)ccc1OCC(=O)OC(C)(C)C.Cc1ccc(S(=O)(=O)NC(C)C)cc1Br. (2) Given the product Nc1ccc(Cc2cn(S(=O)(=O)c3ccccc3)c3ncc(Cl)cc23)cn1, predict the reactants needed to synthesize it. The reactants are: Nc1ccc(C(O)c2cn(S(=O)(=O)c3ccccc3)c3ncc(Cl)cc23)cn1. (3) The reactants are: O=C(Cl)c1ccccc1.O=Cc1ccc(CCO)cc1. Given the product O=Cc1ccc(CCOC(=O)c2ccccc2)cc1, predict the reactants needed to synthesize it. (4) Given the product O=C(NN1CCCCC1)c1ccc2c(c1)N=C(c1cccc(Br)c1)c1ccccc1S2, predict the reactants needed to synthesize it. The reactants are: O=C(NN1CCCCC1)c1ccc2c(c1)N=C(Cl)c1ccccc1S2.[Zn+]c1cccc(Br)c1. (5) Given the product N#CCc1ccc(-c2nccc(OCc3ccccc3)n2)cc1, predict the reactants needed to synthesize it. The reactants are: CC1(C)OB(c2ccc(CC#N)cc2)OC1(C)C.Clc1nccc(OCc2ccccc2)n1. (6) Given the product NCc1cc2ncc(N)n2cc1-c1ccc(Cl)cc1Cl, predict the reactants needed to synthesize it. The reactants are: N#Cc1cc2ncc(N)n2cc1-c1ccc(Cl)cc1Cl. (7) Given the product NC(=O)Cc1ccc(C2CCC(N3CC(NC(=O)CNC(=O)c4cccc(C(F)(F)F)c4)C3)CC2)cc1, predict the reactants needed to synthesize it. The reactants are: O=C(O)Cc1ccc(C2CCC(N3CC(NC(=O)CNC(=O)c4cccc(C(F)(F)F)c4)C3)CC2)cc1.On1nnc2ccccc21. (8) Given the product Fc1ccc(Oc2ccc(Nc3cccc(N4CCOCC4)c3)nc2)cc1F, predict the reactants needed to synthesize it. The reactants are: Fc1ccc(Oc2ccc(Cl)nc2)cc1F.Nc1cccc(N2CCOCC2)c1. (9) Given the product COC(=O)C1(NCC(=O)c2cc(F)cc(F)c2)CCCC1, predict the reactants needed to synthesize it. The reactants are: COC(=O)C1(N)CCCC1.O=C(CBr)c1cc(F)cc(F)c1.